This data is from Reaction yield outcomes from USPTO patents with 853,638 reactions. The task is: Predict the reaction yield, written as a fraction of the theoretical maximum amount of product (1.0 means a 100% yield; for example, 0.34 means a 34% yield). (1) The reactants are [CH3:1][C:2]1([C:7]2[NH:11][C:10]3[CH:12]=[CH:13][CH:14]=[C:15]([C:16]([NH2:18])=[O:17])[C:9]=3[N:8]=2)[CH2:6][CH2:5][NH:4][CH2:3]1.[CH:19](=O)[CH2:20][CH3:21].C(O[BH-](OC(=O)C)OC(=O)C)(=O)C.[Na+]. The catalyst is CO. The product is [CH3:1][C:2]1([C:7]2[NH:11][C:10]3[CH:12]=[CH:13][CH:14]=[C:15]([C:16]([NH2:18])=[O:17])[C:9]=3[N:8]=2)[CH2:6][CH2:5][N:4]([CH2:19][CH2:20][CH3:21])[CH2:3]1. The yield is 0.350. (2) The reactants are Cl.[CH:2]([C:5]1[CH:10]=[CH:9][C:8]([NH2:11])=[CH:7][C:6]=1[O:12][CH3:13])([CH3:4])[CH3:3].N([O-])=O.[Na+].C([O-])(=O)C.[Na+].[C:23]([O:29][CH2:30][CH3:31])(=[O:28])[CH2:24][C:25]([CH3:27])=O.[OH-].[K+]. The catalyst is O.C(O)C. The product is [CH2:30]([O:29][C:23]([C:24]1[NH:11][C:8]2[C:9]([C:25]=1[CH3:27])=[CH:10][C:5]([CH:2]([CH3:4])[CH3:3])=[C:6]([O:12][CH3:13])[CH:7]=2)=[O:28])[CH3:31]. The yield is 0.340. (3) The reactants are [Br:1][C:2]1[CH:7]=[CH:6][C:5]([CH2:8][C:9]([OH:11])=O)=[C:4]([O:12][C:13]2[CH:18]=[C:17]([O:19][CH3:20])[CH:16]=[C:15]([O:21][CH3:22])[CH:14]=2)[CH:3]=1.CS(O)(=O)=O. No catalyst specified. The product is [Br:1][C:2]1[CH:7]=[CH:6][C:5]2[CH2:8][C:9](=[O:11])[C:14]3[C:15]([O:21][CH3:22])=[CH:16][C:17]([O:19][CH3:20])=[CH:18][C:13]=3[O:12][C:4]=2[CH:3]=1. The yield is 0.660. (4) The reactants are O.C1(C)C=CC(S(O)(=O)=O)=CC=1.[C:13]([C:17]1[CH:18]=[C:19]([C:27]2[CH:35]=[CH:34][CH:33]=[C:32]3[C:28]=2[CH2:29][CH:30]([CH2:37][C:38]2([CH3:44])[CH2:43][CH2:42][CH2:41][CH2:40][CH2:39]2)[CH:31]3O)[CH:20]=[C:21]([C:23]([CH3:26])([CH3:25])[CH3:24])[CH:22]=1)([CH3:16])([CH3:15])[CH3:14]. The catalyst is C1(C)C=CC=CC=1. The product is [C:13]([C:17]1[CH:18]=[C:19]([C:27]2[CH:35]=[CH:34][CH:33]=[C:32]3[C:28]=2[CH2:29][C:30]([CH2:37][C:38]2([CH3:44])[CH2:43][CH2:42][CH2:41][CH2:40][CH2:39]2)=[CH:31]3)[CH:20]=[C:21]([C:23]([CH3:26])([CH3:25])[CH3:24])[CH:22]=1)([CH3:14])([CH3:15])[CH3:16]. The yield is 0.810. (5) The reactants are [Cl:1][C:2]1[C:7]2[S:8][C:9]([C:11]3[C:16]([Cl:17])=[CH:15][C:14](I)=[CH:13][C:12]=3[Cl:19])=[N:10][C:6]=2[CH:5]=[CH:4][N:3]=1.[C:20]([O:24][C:25](=[O:27])[NH2:26])([CH3:23])([CH3:22])[CH3:21].CC1(C)C2C(=C(P(C3C=CC=CC=3)C3C=CC=CC=3)C=CC=2)OC2C(P(C3C=CC=CC=3)C3C=CC=CC=3)=CC=CC1=2.[O-]P([O-])([O-])=O.[K+].[K+].[K+]. The catalyst is C1(C)C=CC=CC=1.O.C1C=CC(/C=C/C(/C=C/C2C=CC=CC=2)=O)=CC=1.C1C=CC(/C=C/C(/C=C/C2C=CC=CC=2)=O)=CC=1.C1C=CC(/C=C/C(/C=C/C2C=CC=CC=2)=O)=CC=1.[Pd].[Pd]. The product is [C:20]([O:24][C:25](=[O:27])[NH:26][C:14]1[CH:15]=[C:16]([Cl:17])[C:11]([C:9]2[S:8][C:7]3[C:2]([Cl:1])=[N:3][CH:4]=[CH:5][C:6]=3[N:10]=2)=[C:12]([Cl:19])[CH:13]=1)([CH3:23])([CH3:22])[CH3:21]. The yield is 0.900.